From a dataset of Catalyst prediction with 721,799 reactions and 888 catalyst types from USPTO. Predict which catalyst facilitates the given reaction. Reactant: [NH2:1][C@@H:2]([CH2:10][CH2:11][CH2:12][NH:13][C:14]([NH:16][S:17]([C:20]1[C:21]([CH3:34])=[C:22]2[C:27](=[C:28]([CH3:31])[C:29]=1[CH3:30])[O:26][C:25]([CH3:33])([CH3:32])[CH2:24][CH2:23]2)(=[O:19])=[O:18])=[NH:15])[C:3]([O:5][C:6]([CH3:9])([CH3:8])[CH3:7])=[O:4].[CH2:35]([N:42]1[C:47](=[O:48])[CH:46]=[CH:45][C:44]([C:49](O)=[O:50])=[CH:43]1)[C:36]1[CH:41]=[CH:40][CH:39]=[CH:38][CH:37]=1.CN(C(ON1N=NC2C=CC=CC1=2)=[N+](C)C)C.F[P-](F)(F)(F)(F)F.CCN(C(C)C)C(C)C. Product: [CH2:35]([N:42]1[C:47](=[O:48])[CH:46]=[CH:45][C:44]([C:49]([NH:1][C@@H:2]([CH2:10][CH2:11][CH2:12][NH:13][C:14]([NH:16][S:17]([C:20]2[C:21]([CH3:34])=[C:22]3[C:27](=[C:28]([CH3:31])[C:29]=2[CH3:30])[O:26][C:25]([CH3:33])([CH3:32])[CH2:24][CH2:23]3)(=[O:18])=[O:19])=[NH:15])[C:3]([O:5][C:6]([CH3:7])([CH3:8])[CH3:9])=[O:4])=[O:50])=[CH:43]1)[C:36]1[CH:37]=[CH:38][CH:39]=[CH:40][CH:41]=1. The catalyst class is: 31.